Dataset: Reaction yield outcomes from USPTO patents with 853,638 reactions. Task: Predict the reaction yield, written as a fraction of the theoretical maximum amount of product (1.0 means a 100% yield; for example, 0.34 means a 34% yield). (1) The product is [O:1]=[C:2]1[C:10]2([C:14]3[CH:15]=[CH:16][C:17]([O:19][CH:20]4[CH2:24][CH2:23][N:22]([C:25]([O:27][C:28]([CH3:31])([CH3:30])[CH3:29])=[O:26])[CH2:21]4)=[CH:18][C:13]=3[O:12][CH2:11]2)[C:9]2[C:4](=[CH:5][CH:6]=[CH:7][CH:8]=2)[N:3]1[CH2:35][C:36]1[O:37][C:38]([C:41]([F:44])([F:43])[F:42])=[CH:39][CH:40]=1. The yield is 0.550. The reactants are [O:1]=[C:2]1[C:10]2([C:14]3[CH:15]=[CH:16][C:17]([O:19][CH:20]4[CH2:24][CH2:23][N:22]([C:25]([O:27][C:28]([CH3:31])([CH3:30])[CH3:29])=[O:26])[CH2:21]4)=[CH:18][C:13]=3[O:12][CH2:11]2)[C:9]2[C:4](=[CH:5][CH:6]=[CH:7][CH:8]=2)[NH:3]1.[H-].[Na+].Br[CH2:35][C:36]1[O:37][C:38]([C:41]([F:44])([F:43])[F:42])=[CH:39][CH:40]=1. The catalyst is CN(C)C=O. (2) The reactants are [CH:1]1([CH2:7][C@H:8]([O:17][C:18](=[O:41])[NH:19][C@@H:20]([CH2:32][O:33]CC2C=CC=CC=2)[CH2:21][N:22]2[C:30]3[C:25](=[CH:26][C:27]([F:31])=[CH:28][CH:29]=3)[CH2:24][CH2:23]2)[C:9]([N:11]2[CH2:16][CH2:15][O:14][CH2:13][CH2:12]2)=[O:10])[CH2:6][CH2:5][CH2:4][CH2:3][CH2:2]1. The catalyst is CO.[Pd]. The product is [CH:1]1([CH2:7][C@H:8]([O:17][C:18](=[O:41])[NH:19][C@@H:20]([CH2:32][OH:33])[CH2:21][N:22]2[C:30]3[C:25](=[CH:26][C:27]([F:31])=[CH:28][CH:29]=3)[CH2:24][CH2:23]2)[C:9]([N:11]2[CH2:16][CH2:15][O:14][CH2:13][CH2:12]2)=[O:10])[CH2:2][CH2:3][CH2:4][CH2:5][CH2:6]1. The yield is 0.710. (3) The reactants are [CH3:1][C:2]1[CH:8]=[C:7]([CH3:9])[CH:6]=[C:5]([N+:10]([O-:12])=[O:11])[C:3]=1N.N([O-])=O.[Na+].[BrH:17]. The catalyst is O. The product is [Br:17][C:3]1[C:5]([N+:10]([O-:12])=[O:11])=[CH:6][C:7]([CH3:9])=[CH:8][C:2]=1[CH3:1]. The yield is 0.260. (4) The reactants are [CH2:1]([NH:8][C:9]1[CH:10]=[C:11]([NH2:18])[CH:12]=[CH:13][C:14]=1[N+:15]([O-:17])=[O:16])[C:2]1[CH:7]=[CH:6][CH:5]=[CH:4][CH:3]=1.C(N(CC)CC)C.[CH3:26][C:27]([O:30][C:31](O[C:31]([O:30][C:27]([CH3:29])([CH3:28])[CH3:26])=[O:32])=[O:32])([CH3:29])[CH3:28].O. The catalyst is C(Cl)Cl. The product is [C:27]([O:30][C:31](=[O:32])[NH:18][C:11]1[CH:12]=[CH:13][C:14]([N+:15]([O-:17])=[O:16])=[C:9]([NH:8][CH2:1][C:2]2[CH:3]=[CH:4][CH:5]=[CH:6][CH:7]=2)[CH:10]=1)([CH3:29])([CH3:28])[CH3:26]. The yield is 0.590. (5) The reactants are [CH3:1][C:2]1([CH3:20])[CH2:18][N:7]2[C:8]3[CH:9]=[C:10]([C:15]([OH:17])=O)[CH:11]=[CH:12][C:13]=3[CH:14]=[C:6]2[C:5](=[O:19])[NH:4][CH2:3]1.C(N1C=CN=C1)(N1C=CN=C1)=O.[CH3:33][C:34]1[O:38][N:37]=[C:36]([NH2:39])[CH:35]=1.N1(C2CCCCCCCCCC2)CCCN=CCCCCC1. The catalyst is C1COCC1. The product is [CH3:20][C:2]1([CH3:1])[CH2:18][N:7]2[C:8]3[CH:9]=[C:10]([C:15]([NH:39][C:36]4[CH:35]=[C:34]([CH3:33])[O:38][N:37]=4)=[O:17])[CH:11]=[CH:12][C:13]=3[CH:14]=[C:6]2[C:5](=[O:19])[NH:4][CH2:3]1. The yield is 0.610.